This data is from Forward reaction prediction with 1.9M reactions from USPTO patents (1976-2016). The task is: Predict the product of the given reaction. (1) Given the reactants [C:1](O)(=[O:4])[C:2]#[CH:3].N1(C(N2C=CN=C2)=O)C=CN=C1.[CH2:18]([C:20]1[N:21]=[C:22]([CH2:27][C:28]([C:30]2[CH:35]=[CH:34][C:33]([F:36])=[CH:32][CH:31]=2)=[O:29])[NH:23][C:24]=1[CH2:25][CH3:26])[CH3:19], predict the reaction product. The product is: [CH2:25]([C:24]1[NH:23][C:22]2[N:21]([C:20]=1[CH2:18][CH3:19])[C:1](=[O:4])[CH:2]=[CH:3][C:27]=2[C:28](=[O:29])[C:30]1[CH:35]=[CH:34][C:33]([F:36])=[CH:32][CH:31]=1)[CH3:26]. (2) Given the reactants [C:1]([C:3]1[C:7]([NH:8][S:9]([C:12]([F:15])([F:14])[F:13])(=[O:11])=[O:10])=[C:6]([N:16]=CN(C)C)[N:5]([C:21]2[C:26]([Cl:27])=[CH:25][C:24]([C:28]([F:31])([F:30])[F:29])=[CH:23][C:22]=2[Cl:32])[N:4]=1)#[N:2].C(=O)([O-])[O-].[K+].[K+].[I-].[Na+].Br[CH2:42][CH:43]1[CH2:45][CH2:44]1.Cl, predict the reaction product. The product is: [NH2:16][C:6]1[N:5]([C:21]2[C:22]([Cl:32])=[CH:23][C:24]([C:28]([F:31])([F:30])[F:29])=[CH:25][C:26]=2[Cl:27])[N:4]=[C:3]([C:1]#[N:2])[C:7]=1[N:8]([CH2:42][CH:43]1[CH2:45][CH2:44]1)[S:9]([C:12]([F:13])([F:15])[F:14])(=[O:11])=[O:10].